Predict the product of the given reaction. From a dataset of Forward reaction prediction with 1.9M reactions from USPTO patents (1976-2016). (1) Given the reactants [F:1][C:2]1[CH:7]=[CH:6][C:5]([N:8]2[C:16]3[N:15]=[C:14]4[CH2:17][CH2:18][CH2:19][C:20]5[C:21]([CH2:27][C:28]6[CH:33]=[CH:32][CH:31]=[CH:30][N:29]=6)([CH2:22][CH2:23][C:24](=[O:26])[CH:25]=5)[C:13]4=[CH:12][C:11]=3[CH:10]=[N:9]2)=[CH:4][CH:3]=1.[H][H], predict the reaction product. The product is: [F:1][C:2]1[CH:7]=[CH:6][C:5]([N:8]2[C:16]3[N:15]=[C:14]4[CH2:17][CH2:18][CH2:19][CH:20]5[CH2:25][C:24](=[O:26])[CH2:23][CH2:22][C:21]5([CH2:27][C:28]5[CH:33]=[CH:32][CH:31]=[CH:30][N:29]=5)[C:13]4=[CH:12][C:11]=3[CH:10]=[N:9]2)=[CH:4][CH:3]=1. (2) Given the reactants [NH2:1][C:2]1[CH:3]=[C:4]2[C:8](=[CH:9][CH:10]=1)[NH:7][N:6]=[C:5]2[C:11]1[NH:12][C:13]2[C:14]([N:27]=1)=[CH:15][C:16]1[C:17]([CH3:26])([CH3:25])[C:18](=[O:24])[N:19]([CH2:22][CH3:23])[C:20]=1[CH:21]=2.Cl.[CH2:29](Cl)[C:30]1[CH:35]=[CH:34][CH:33]=[N:32][CH:31]=1.C(N(C(C)C)CC)(C)C.[OH-:46].[K+], predict the reaction product. The product is: [CH2:22]([N:19]1[C:20]2[CH:21]=[C:13]3[N:12]=[C:11]([C:5]4[C:4]5[C:8](=[CH:9][CH:10]=[C:2]([NH:1][C:29](=[O:46])[C:30]6[CH:35]=[CH:34][CH:33]=[N:32][CH:31]=6)[CH:3]=5)[NH:7][N:6]=4)[NH:27][C:14]3=[CH:15][C:16]=2[C:17]([CH3:26])([CH3:25])[C:18]1=[O:24])[CH3:23]. (3) Given the reactants [N:1]1[CH:6]=[CH:5][CH:4]=[CH:3][C:2]=1[C:7]1[N:12]=[C:11]([C:13]2[S:14][CH:15]=[C:16]([C:24]3[CH:29]=[CH:28][CH:27]=[CH:26][CH:25]=3)[C:17]=2[C:18]2[CH:23]=[CH:22][CH:21]=[CH:20][CH:19]=2)[CH:10]=[CH:9][CH:8]=1.C([Li])CCC.CCCCCC.Br[C:42]1[CH:47]=[CH:46][CH:45]=[C:44]([C:48]2[CH:53]=[CH:52][CH:51]=[CH:50][N:49]=2)[N:43]=1, predict the reaction product. The product is: [N:1]1[CH:6]=[CH:5][CH:4]=[CH:3][C:2]=1[C:7]1[N:12]=[C:11]([C:13]2[S:14][C:15]([C:50]3[CH:51]=[CH:52][CH:53]=[C:48]([C:44]4[CH:45]=[CH:46][CH:47]=[CH:42][N:43]=4)[N:49]=3)=[C:16]([C:24]3[CH:25]=[CH:26][CH:27]=[CH:28][CH:29]=3)[C:17]=2[C:18]2[CH:23]=[CH:22][CH:21]=[CH:20][CH:19]=2)[CH:10]=[CH:9][CH:8]=1. (4) Given the reactants [CH3:1][O:2][C:3]1[C:12]2[N:11]=[N:10][C:9]3=[C:13]([CH3:23])[N:14]=[C:15]([C:16]4[C:17]([CH3:22])=[N:18][CH:19]=[CH:20][CH:21]=4)[N:8]3[C:7]=2[CH:6]=[C:5]([OH:24])[CH:4]=1.C(=O)([O-])[O-].[Cs+].[Cs+].Br[CH2:32][CH:33]1[CH2:35][CH2:34]1, predict the reaction product. The product is: [CH:33]1([CH2:32][O:24][C:5]2[CH:4]=[C:3]([O:2][CH3:1])[C:12]3[N:11]=[N:10][C:9]4=[C:13]([CH3:23])[N:14]=[C:15]([C:16]5[C:17]([CH3:22])=[N:18][CH:19]=[CH:20][CH:21]=5)[N:8]4[C:7]=3[CH:6]=2)[CH2:35][CH2:34]1. (5) Given the reactants [Br-].[NH+]1C=CC=CC=1.C[O:9][C:10]1[C:16]2[CH:17]=[CH:18][CH:19]=[CH:20][C:15]=2[NH:14][C:13]2[CH:21]=[CH:22][CH:23]=[CH:24][C:12]=2[CH:11]=1.[O:25]([C:27]#[N:28])[Na].Cl, predict the reaction product. The product is: [CH:23]1[CH:22]=[CH:21][C:13]2[N:14]([C:27]([NH2:28])=[O:25])[C:15]3[CH:20]=[CH:19][CH:18]=[CH:17][C:16]=3[C:10](=[O:9])[CH2:11][C:12]=2[CH:24]=1.